From a dataset of Full USPTO retrosynthesis dataset with 1.9M reactions from patents (1976-2016). Predict the reactants needed to synthesize the given product. (1) Given the product [OH:34][CH:2]([CH2:38][OH:41])[CH2:1][N:4]1[C:28](=[O:29])[C:7]2=[N:8][N:9]([CH2:16][C:17]3[CH:18]=[CH:19][C:20]([N:23]4[CH:27]=[CH:26][CH:25]=[N:24]4)=[CH:21][CH:22]=3)[C:10]3[CH:11]=[CH:12][CH:13]=[CH:14][C:15]=3[C:6]2=[N:5]1, predict the reactants needed to synthesize it. The reactants are: [CH2:1]([N:4]1[C:28](=[O:29])[C:7]2=[N:8][N:9]([CH2:16][C:17]3[CH:22]=[CH:21][C:20]([N:23]4[CH:27]=[CH:26][CH:25]=[N:24]4)=[CH:19][CH:18]=3)[C:10]3[CH:11]=[CH:12][CH:13]=[CH:14][C:15]=3[C:6]2=[N:5]1)[CH:2]=C.C[N+]1([O-])CC[O:34]CC1.[C:38](=[O:41])(O)[O-].[Na+]. (2) The reactants are: Cl[C:2]1[N:3]=[C:4]([N:12]2[CH2:17][CH2:16][O:15][CH2:14][CH2:13]2)[C:5]2[S:10][C:9](I)=[CH:8][C:6]=2[N:7]=1.Cl[C:19]1[CH:20]=[C:21](B(O)O)[CH:22]=[CH:23][C:24]=1[C:25]([O:27]C)=[O:26].[NH2:32][C:33]1[N:38]=[CH:37][C:36](B2OC(C)(C)C(C)(C)O2)=[CH:35][N:34]=1. Given the product [NH2:32][C:33]1[N:38]=[CH:37][C:36]([C:2]2[N:3]=[C:4]([N:12]3[CH2:17][CH2:16][O:15][CH2:14][CH2:13]3)[C:5]3[S:10][C:9]([C:21]4[CH:22]=[CH:23][C:24]([C:25]([OH:27])=[O:26])=[CH:19][CH:20]=4)=[CH:8][C:6]=3[N:7]=2)=[CH:35][N:34]=1, predict the reactants needed to synthesize it.